Dataset: Forward reaction prediction with 1.9M reactions from USPTO patents (1976-2016). Task: Predict the product of the given reaction. (1) Given the reactants [CH2:1]([C:3]1[C:12]([C:13]2[CH:18]=[CH:17][CH:16]=[CH:15][N:14]=2)=[C:11]([C:19]#[N:20])[C:10]2[C:5](=[CH:6][CH:7]=[C:8]([F:21])[CH:9]=2)[N:4]=1)[CH3:2].[NH2:22][C:23]1[N:28]=[CH:27][N:26]=[C:25]([NH:29]C(C2C(C3C=CC=CN=3)=C(C(OC)=O)C3C(=CC=C(F)C=3)N=2)C)[C:24]=1[C:53]#[N:54], predict the reaction product. The product is: [NH2:22][C:23]1[N:28]=[CH:27][N:26]=[C:25]([NH:29][CH:1]([C:3]2[C:12]([C:13]3[CH:18]=[CH:17][CH:16]=[CH:15][N:14]=3)=[C:11]([C:19]#[N:20])[C:10]3[C:5](=[CH:6][CH:7]=[C:8]([F:21])[CH:9]=3)[N:4]=2)[CH3:2])[C:24]=1[C:53]#[N:54]. (2) Given the reactants [F:1][C:2]1([F:24])[CH2:7][CH2:6][CH2:5][N:4]([C:8]2[N:12]([CH2:13][CH2:14][O:15][CH2:16][Si:17]([CH3:20])([CH3:19])[CH3:18])[N:11]=[CH:10][C:9]=2[N+:21]([O-])=O)[CH2:3]1.O.[Cl-].[NH4+], predict the reaction product. The product is: [F:24][C:2]1([F:1])[CH2:7][CH2:6][CH2:5][N:4]([C:8]2[N:12]([CH2:13][CH2:14][O:15][CH2:16][Si:17]([CH3:18])([CH3:20])[CH3:19])[N:11]=[CH:10][C:9]=2[NH2:21])[CH2:3]1.